This data is from Catalyst prediction with 721,799 reactions and 888 catalyst types from USPTO. The task is: Predict which catalyst facilitates the given reaction. (1) Reactant: C(Cl)CCl.[CH3:5][N:6]([CH3:11])[S:7]([NH2:10])(=[O:9])=[O:8].[CH:12]1([C@H:16]([NH:18][C:19]2[N:27]=[C:26]([C:28](O)=[O:29])[N:25]=[C:24]3[C:20]=2[N:21]([CH2:31][C@H:32]2[CH2:37][CH2:36][C@H:35]([CH3:38])[CH2:34][CH2:33]2)[CH:22]=[N:23]3)[CH3:17])[CH2:15][CH2:14][CH2:13]1. Product: [CH:12]1([C@H:16]([NH:18][C:19]2[N:27]=[C:26]([C:28]([NH:10][S:7](=[O:9])(=[O:8])[N:6]([CH3:11])[CH3:5])=[O:29])[N:25]=[C:24]3[C:20]=2[N:21]([CH2:31][C@H:32]2[CH2:33][CH2:34][C@H:35]([CH3:38])[CH2:36][CH2:37]2)[CH:22]=[N:23]3)[CH3:17])[CH2:15][CH2:14][CH2:13]1. The catalyst class is: 79. (2) Reactant: [C:1]([O:5][C:6](=[O:18])[NH:7][CH2:8][C:9]1[CH:14]=[CH:13][C:12]([F:15])=[CH:11][C:10]=1[CH2:16]O)([CH3:4])([CH3:3])[CH3:2].C1(P([N:33]=[N+:34]=[N-:35])(C2C=CC=CC=2)=O)C=CC=CC=1.C1CCN2C(=NCCC2)CC1. Product: [C:1]([O:5][C:6](=[O:18])[NH:7][CH2:8][C:9]1[CH:14]=[CH:13][C:12]([F:15])=[CH:11][C:10]=1[CH2:16][N:33]=[N+:34]=[N-:35])([CH3:4])([CH3:3])[CH3:2]. The catalyst class is: 20.